This data is from NCI-60 drug combinations with 297,098 pairs across 59 cell lines. The task is: Regression. Given two drug SMILES strings and cell line genomic features, predict the synergy score measuring deviation from expected non-interaction effect. (1) Drug 1: CC1=C2C(C(=O)C3(C(CC4C(C3C(C(C2(C)C)(CC1OC(=O)C(C(C5=CC=CC=C5)NC(=O)OC(C)(C)C)O)O)OC(=O)C6=CC=CC=C6)(CO4)OC(=O)C)O)C)O. Drug 2: CN(CCCl)CCCl.Cl. Cell line: TK-10. Synergy scores: CSS=18.1, Synergy_ZIP=-6.96, Synergy_Bliss=-1.77, Synergy_Loewe=-0.565, Synergy_HSA=0.540. (2) Drug 2: COC1=NC(=NC2=C1N=CN2C3C(C(C(O3)CO)O)O)N. Synergy scores: CSS=-5.80, Synergy_ZIP=1.97, Synergy_Bliss=-0.149, Synergy_Loewe=-4.72, Synergy_HSA=-5.03. Drug 1: CN1C(=O)N2C=NC(=C2N=N1)C(=O)N. Cell line: IGROV1. (3) Drug 1: COC1=C(C=C2C(=C1)N=CN=C2NC3=CC(=C(C=C3)F)Cl)OCCCN4CCOCC4. Drug 2: COC1=CC(=CC(=C1O)OC)C2C3C(COC3=O)C(C4=CC5=C(C=C24)OCO5)OC6C(C(C7C(O6)COC(O7)C8=CC=CS8)O)O. Cell line: SNB-75. Synergy scores: CSS=36.8, Synergy_ZIP=-10.9, Synergy_Bliss=-2.52, Synergy_Loewe=0.502, Synergy_HSA=1.26. (4) Drug 1: CC12CCC3C(C1CCC2NC(=O)OCC(F)(F)F)CCC4C3(C=CC(=O)N4C)C. Drug 2: CC(C)(C1=NC(=CC=C1)N2C3=NC(=NC=C3C(=O)N2CC=C)NC4=CC=C(C=C4)N5CCN(CC5)C)O. Cell line: SW-620. Synergy scores: CSS=41.3, Synergy_ZIP=1.62, Synergy_Bliss=1.03, Synergy_Loewe=-37.6, Synergy_HSA=1.26. (5) Drug 1: CCCS(=O)(=O)NC1=C(C(=C(C=C1)F)C(=O)C2=CNC3=C2C=C(C=N3)C4=CC=C(C=C4)Cl)F. Drug 2: CC1=C(N=C(N=C1N)C(CC(=O)N)NCC(C(=O)N)N)C(=O)NC(C(C2=CN=CN2)OC3C(C(C(C(O3)CO)O)O)OC4C(C(C(C(O4)CO)O)OC(=O)N)O)C(=O)NC(C)C(C(C)C(=O)NC(C(C)O)C(=O)NCCC5=NC(=CS5)C6=NC(=CS6)C(=O)NCCC[S+](C)C)O. Cell line: RPMI-8226. Synergy scores: CSS=-6.13, Synergy_ZIP=1.53, Synergy_Bliss=0.216, Synergy_Loewe=-7.11, Synergy_HSA=-5.82. (6) Drug 1: C1=NC2=C(N1)C(=S)N=C(N2)N. Drug 2: CC1=C(C(=O)C2=C(C1=O)N3CC4C(C3(C2COC(=O)N)OC)N4)N. Cell line: NCI/ADR-RES. Synergy scores: CSS=38.1, Synergy_ZIP=3.88, Synergy_Bliss=4.60, Synergy_Loewe=3.79, Synergy_HSA=4.55.